This data is from hERG Central: cardiac toxicity at 1µM, 10µM, and general inhibition. The task is: Predict hERG channel inhibition at various concentrations. (1) The molecule is Cc1nonc1OC(C)CNCCNc1ccc([N+](=O)[O-])cc1.Cl. Results: hERG_inhib (hERG inhibition (general)): blocker. (2) The compound is Cc1n[nH]c(=O)c2c(NC(=O)CSc3nc4ccccc4c(=O)n3-c3ccc(OC(F)F)cc3)oc(C)c12. Results: hERG_inhib (hERG inhibition (general)): blocker. (3) The compound is COC(=O)c1ccccc1NC(=O)CN1CCN(Cc2ccccc2)CC1. Results: hERG_inhib (hERG inhibition (general)): blocker.